Dataset: Full USPTO retrosynthesis dataset with 1.9M reactions from patents (1976-2016). Task: Predict the reactants needed to synthesize the given product. (1) Given the product [Br:19][C:20]1[CH:21]=[C:22]2[C:27](=[CH:28][CH:29]=1)[CH2:26][N:25]([C:30]([N:1]1[CH2:2][CH:3]([NH:5][C@H:6]3[CH2:10][CH2:9][N:8]([C:11]([C:13]4[S:14][CH:15]=[CH:16][N:17]=4)=[O:12])[CH2:7]3)[CH2:4]1)=[O:31])[CH2:24][CH2:23]2, predict the reactants needed to synthesize it. The reactants are: [NH:1]1[CH2:4][CH:3]([NH:5][C@H:6]2[CH2:10][CH2:9][N:8]([C:11]([C:13]3[S:14][CH:15]=[CH:16][N:17]=3)=[O:12])[CH2:7]2)[CH2:2]1.[I-].[Br:19][C:20]1[CH:21]=[C:22]2[C:27](=[CH:28][CH:29]=1)[CH2:26][N:25]([C:30](N1C=C[N+](C)=C1)=[O:31])[CH2:24][CH2:23]2.CCN(CC)CC.O. (2) Given the product [CH2:29]([O:31][C:1](=[NH:2])[CH2:3][CH2:4][CH2:5][O:6][C@H:7]1[CH2:8][CH2:9][C@H:10]([N:13]([CH3:27])[S:14]([C:17]2[CH:22]=[CH:21][C:20]([C:23]([F:24])([F:25])[F:26])=[CH:19][CH:18]=2)(=[O:16])=[O:15])[CH2:11][CH2:12]1)[CH3:30], predict the reactants needed to synthesize it. The reactants are: [C:1]([CH2:3][CH2:4][CH2:5][O:6][C@H:7]1[CH2:12][CH2:11][C@H:10]([N:13]([CH3:27])[S:14]([C:17]2[CH:22]=[CH:21][C:20]([C:23]([F:26])([F:25])[F:24])=[CH:19][CH:18]=2)(=[O:16])=[O:15])[CH2:9][CH2:8]1)#[N:2].Cl.[CH2:29]([OH:31])[CH3:30]. (3) Given the product [NH2:17][C:15]1[CH:16]=[N:12][N:13]([CH2:26][C:24]2[CH:23]=[CH:22][N:21]=[C:20]([NH2:19])[CH:25]=2)[CH:14]=1, predict the reactants needed to synthesize it. The reactants are: CN(C)CCC([N:12]1[CH:16]=[C:15]([NH2:17])[CH:14]=[N:13]1)C1C=CC=CC=1.[NH2:19][C:20]1[CH:25]=[C:24]([CH2:26]O)[CH:23]=[CH:22][N:21]=1. (4) The reactants are: [CH3:1][O:2][C:3]1[CH:4]=[C:5]([N+:11]([O-:13])=[O:12])[C:6](O)=[N:7][C:8]=1[CH3:9].FC(F)(F)S(OS(C(F)(F)F)(=O)=O)(=O)=O.[OH2:29]. Given the product [CH3:1][O:2][C:3]1[CH:4]=[C:5]([N+:11]([O-:13])=[O:12])[C:6]([NH:7][CH2:8][C:3]([O:2][CH3:1])=[O:29])=[N:7][C:8]=1[CH3:9], predict the reactants needed to synthesize it.